From a dataset of Full USPTO retrosynthesis dataset with 1.9M reactions from patents (1976-2016). Predict the reactants needed to synthesize the given product. (1) Given the product [F:12][C:6]1[C:5]([C:13]2[NH:21][C:20]3[CH2:19][CH2:18][NH:17][C:16](=[O:22])[C:15]=3[CH:14]=2)=[C:4]2[C:9]([CH:10]=[CH:11][C:2]([C:69]3[CH:68]=[N:67][N:66]([CH3:65])[CH:70]=3)=[N:3]2)=[CH:8][CH:7]=1, predict the reactants needed to synthesize it. The reactants are: Cl[C:2]1[CH:11]=[CH:10][C:9]2[C:4](=[C:5]([C:13]3[NH:21][C:20]4[CH2:19][CH2:18][NH:17][C:16](=[O:22])[C:15]=4[CH:14]=3)[C:6]([F:12])=[CH:7][CH:8]=2)[N:3]=1.CC(C1C=C(C(C)C)C(C2C=CC=CC=2P(C2CCCCC2)C2CCCCC2)=C(C(C)C)C=1)C.[O-]P([O-])([O-])=O.[K+].[K+].[K+].[CH3:65][N:66]1[CH:70]=[C:69](B2OC(C)(C)C(C)(C)O2)[CH:68]=[N:67]1. (2) Given the product [Cl:28][CH2:29][C:30]([N:17]1[CH2:16][CH:15]=[C:14]([C:11]2[CH:12]=[CH:13][C:8]([C:5]3[N:6]=[CH:7][C:2]([F:1])=[CH:3][N:4]=3)=[C:9]([F:20])[CH:10]=2)[CH2:19][CH2:18]1)=[O:31], predict the reactants needed to synthesize it. The reactants are: [F:1][C:2]1[CH:3]=[N:4][C:5]([C:8]2[CH:13]=[CH:12][C:11]([C:14]3[CH2:15][CH2:16][NH:17][CH2:18][CH:19]=3)=[CH:10][C:9]=2[F:20])=[N:6][CH:7]=1.C(N(CC)CC)C.[Cl:28][CH2:29][C:30](Cl)=[O:31]. (3) Given the product [Cl:35][C:36]1[CH:37]=[C:38]([C:30]2[C:4]([O:3][CH2:1][CH3:2])=[CH:5][C:6]([CH2:7][N:8]3[CH2:11][C:10]4([CH2:15][C:14]([N:16]5[CH2:21][CH2:20][C:19]([CH3:27])([C:22]([OH:24])=[O:23])[CH2:18][CH2:17]5)=[N:13][O:12]4)[CH2:9]3)=[CH:28][C:29]=2[O:32][CH2:33][CH3:34])[CH:39]=[C:40]([Cl:42])[CH:41]=1, predict the reactants needed to synthesize it. The reactants are: [CH2:1]([O:3][C:4]1[CH:5]=[C:6]([CH:28]=[C:29]([O:32][CH2:33][CH3:34])[C:30]=1I)[CH2:7][N:8]1[CH2:11][C:10]2([CH2:15][C:14]([N:16]3[CH2:21][CH2:20][C:19]([CH3:27])([C:22]([O:24]CC)=[O:23])[CH2:18][CH2:17]3)=[N:13][O:12]2)[CH2:9]1)[CH3:2].[Cl:35][C:36]1[CH:37]=[C:38](B(O)O)[CH:39]=[C:40]([Cl:42])[CH:41]=1. (4) Given the product [C:5]([C@H:8]1[CH2:11][C@@H:10]([C:12]([O:14][CH3:1])=[O:13])[C:9]1([CH3:16])[CH3:15])(=[O:7])[CH3:6], predict the reactants needed to synthesize it. The reactants are: [C:1](Cl)(=O)C.[C:5]([C@H:8]1[CH2:11][C@@H:10]([C:12]([OH:14])=[O:13])[C:9]1([CH3:16])[CH3:15])(=[O:7])[CH3:6]. (5) Given the product [C:26]([O:25][C:24]([NH:23][C@H:10]1[C@H:11]([O:15][Si:16]([C:19]([CH3:22])([CH3:21])[CH3:20])([CH3:18])[CH3:17])[C@@H:12]([CH3:14])[CH2:13][N:8]([C:7]2[CH:6]=[CH:5][N:4]=[CH:3][C:2]=2[N:1]([C:36]([O:35][C:31]([CH3:34])([CH3:33])[CH3:32])=[O:37])[C:24]([O:25][C:26]([CH3:29])([CH3:28])[CH3:27])=[O:30])[CH2:9]1)=[O:30])([CH3:29])([CH3:28])[CH3:27], predict the reactants needed to synthesize it. The reactants are: [NH2:1][C:2]1[CH:3]=[N:4][CH:5]=[CH:6][C:7]=1[N:8]1[CH2:13][C@H:12]([CH3:14])[C@@H:11]([O:15][Si:16]([C:19]([CH3:22])([CH3:21])[CH3:20])([CH3:18])[CH3:17])[C@H:10]([NH:23][C:24](=[O:30])[O:25][C:26]([CH3:29])([CH3:28])[CH3:27])[CH2:9]1.[C:31]([O:35][C:36](O[C:36]([O:35][C:31]([CH3:34])([CH3:33])[CH3:32])=[O:37])=[O:37])([CH3:34])([CH3:33])[CH3:32].